Dataset: Catalyst prediction with 721,799 reactions and 888 catalyst types from USPTO. Task: Predict which catalyst facilitates the given reaction. (1) Reactant: C[C@@:2]1([O:29][C:30](=[O:32])[CH3:31])[C@@H:8]([O:9][C:10](=[O:12])[CH3:11])[C@H:7]([O:13][C:14](=[O:16])[CH3:15])[C@@H:6]([CH2:17][O:18][C:19](=[O:21])[CH3:20])[O:5][C@:3]1([C:22]1[CH:27]=[CH:26][C:25]([Cl:28])=[CH:24][CH:23]=1)[OH:4].O.C([SiH](CC)CC)C.B(F)(F)F.C(=O)(O)[O-].[Na+]. Product: [C:30]([O:29][C@@H:2]1[C@@H:8]([O:9][C:10](=[O:12])[CH3:11])[C@H:7]([O:13][C:14](=[O:16])[CH3:15])[C@@H:6]([CH2:17][O:18][C:19](=[O:21])[CH3:20])[O:5][C@@:3]1([C:22]1[CH:27]=[CH:26][C:25]([Cl:28])=[CH:24][CH:23]=1)[OH:4])(=[O:32])[CH3:31]. The catalyst class is: 10. (2) The catalyst class is: 94. Reactant: [F:1][C:2]1[CH:7]=[CH:6][CH:5]=[C:4]([F:8])[C:3]=1[O:9][C:10]1[CH:15]=[CH:14][C:13]([N+:16]([O-])=O)=[CH:12][CH:11]=1.O.NN. Product: [F:1][C:2]1[CH:7]=[CH:6][CH:5]=[C:4]([F:8])[C:3]=1[O:9][C:10]1[CH:11]=[CH:12][C:13]([NH2:16])=[CH:14][CH:15]=1. (3) The catalyst class is: 7. Reactant: [Si]([O:8][C@@H:9]1[C@@:37]2([CH3:38])[C:13](=[CH:14][CH:15]=[C:16]3[C@@H:36]2[CH2:35][CH2:34][C@@:33]2([CH3:39])[C@H:17]3[CH2:18][CH:19]=[C:20]2[C@@H:21]([S:23][CH2:24][CH2:25][CH2:26][C:27]([CH2:31][CH3:32])([OH:30])[CH2:28][CH3:29])[CH3:22])[CH2:12][C@@H:11]([OH:40])[CH2:10]1)(C(C)(C)C)(C)C.[F-].C([N+](CCCC)(CCCC)CCCC)CCC. Product: [OH:8][C@@H:9]1[C@@:37]2([CH3:38])[C:13](=[CH:14][CH:15]=[C:16]3[C@@H:36]2[CH2:35][CH2:34][C@@:33]2([CH3:39])[C@H:17]3[CH2:18][CH:19]=[C:20]2[C@@H:21]([S:23][CH2:24][CH2:25][CH2:26][C:27]([CH2:31][CH3:32])([OH:30])[CH2:28][CH3:29])[CH3:22])[CH2:12][C@@H:11]([OH:40])[CH2:10]1. (4) Reactant: [OH-].[Na+].C(OC([C:8]1([CH2:23][C:24]([O:26]CC)=[O:25])[C:14](=[O:15])[CH2:13][CH2:12][N:11]([C:16]([O:18][C:19]([CH3:22])([CH3:21])[CH3:20])=[O:17])[CH2:10][CH2:9]1)=O)C. Product: [C:19]([O:18][C:16]([N:11]1[CH2:12][CH2:13][C:14](=[O:15])[CH:8]([CH2:23][C:24]([OH:26])=[O:25])[CH2:9][CH2:10]1)=[O:17])([CH3:22])([CH3:20])[CH3:21]. The catalyst class is: 90. (5) Product: [F:1][C:2]1[CH:8]=[C:7]([O:9][CH3:10])[CH:6]=[CH:5][C:3]=1[N:4]1[C:14](=[O:15])[C:13]2[C:12](=[CH:20][CH:19]=[CH:18][CH:17]=2)[C:11]1=[O:16]. Reactant: [F:1][C:2]1[CH:8]=[C:7]([O:9][CH3:10])[CH:6]=[CH:5][C:3]=1[NH2:4].[C:11]1(=O)[O:16][C:14](=[O:15])[C:13]2=[CH:17][CH:18]=[CH:19][CH:20]=[C:12]12.O. The catalyst class is: 9. (6) Reactant: [Br:1][C:2]1[N:7]=[C:6]([C:8](=O)[CH2:9][C:10](=O)[C:11]([F:14])([F:13])[F:12])[CH:5]=[CH:4][CH:3]=1.[C:17]([CH2:19][C:20]([NH:22][CH2:23][C:24]1[CH:29]=[CH:28][C:27]([CH3:30])=[CH:26][C:25]=1[CH3:31])=[O:21])#[N:18].N#N.C1CCN2C(=NCCC2)CC1. Product: [Br:1][C:2]1[N:7]=[C:6]([C:8]2[N:22]([CH2:23][C:24]3[CH:29]=[CH:28][C:27]([CH3:30])=[CH:26][C:25]=3[CH3:31])[C:20](=[O:21])[C:19]([C:17]#[N:18])=[C:10]([C:11]([F:14])([F:13])[F:12])[CH:9]=2)[CH:5]=[CH:4][CH:3]=1. The catalyst class is: 48.